Task: Predict the reaction yield, written as a fraction of the theoretical maximum amount of product (1.0 means a 100% yield; for example, 0.34 means a 34% yield).. Dataset: Reaction yield outcomes from USPTO patents with 853,638 reactions (1) The reactants are [O:1]=[S:2]1(=[O:27])[C:8]2[CH:9]=[C:10]([OH:14])[C:11]([Br:13])=[CH:12][C:7]=2[N:6]([C:15]2[CH:20]=[CH:19][CH:18]=[CH:17][CH:16]=2)[CH2:5][C:4]([CH2:23][CH2:24][CH2:25][CH3:26])([CH2:21][CH3:22])[CH2:3]1.Br[CH2:29][C:30]([O:32][CH2:33][CH3:34])=[O:31].C(=O)([O-])[O-].[Na+].[Na+]. The catalyst is [Br-].C([N+](CCCC)(CCCC)CCCC)CCC.CC#N. The product is [O:27]=[S:2]1(=[O:1])[C:8]2[CH:9]=[C:10]([O:14][CH2:29][C:30]([O:32][CH2:33][CH3:34])=[O:31])[C:11]([Br:13])=[CH:12][C:7]=2[N:6]([C:15]2[CH:20]=[CH:19][CH:18]=[CH:17][CH:16]=2)[CH2:5][C:4]([CH2:23][CH2:24][CH2:25][CH3:26])([CH2:21][CH3:22])[CH2:3]1. The yield is 0.950. (2) The yield is 0.670. The product is [CH3:14][O:15][C:16](=[O:46])[CH2:17][C@H:18]1[C:22]2[CH:23]=[CH:24][C:25]([O:27][C@H:28]3[C:36]4[C:31](=[C:32]([C:2]5[C:7]([C:8]([F:11])([F:10])[F:9])=[CH:6][CH:5]=[C:4]([O:12][CH3:13])[N:3]=5)[CH:33]=[CH:34][CH:35]=4)[CH2:30][CH2:29]3)=[CH:26][C:21]=2[O:20][CH2:19]1. The reactants are I[C:2]1[C:7]([C:8]([F:11])([F:10])[F:9])=[CH:6][CH:5]=[C:4]([O:12][CH3:13])[N:3]=1.[CH3:14][O:15][C:16](=[O:46])[CH2:17][C@H:18]1[C:22]2[CH:23]=[CH:24][C:25]([O:27][C@H:28]3[C:36]4[C:31](=[C:32](B5OC(C)(C)C(C)(C)O5)[CH:33]=[CH:34][CH:35]=4)[CH2:30][CH2:29]3)=[CH:26][C:21]=2[O:20][CH2:19]1. No catalyst specified. (3) The product is [C:15]([O:18][CH2:19][C:20]1[C:21]([N:2]2[CH2:3][CH2:4][N:5]3[C:13]4[CH2:12][CH2:11][CH2:10][CH2:9][C:8]=4[CH:7]=[C:6]3[C:1]2=[O:14])=[CH:22][C:23]([F:27])=[CH:24][C:25]=1[Br:26])(=[O:17])[CH3:16]. The reactants are [C:1]1(=[O:14])[C:6]2=[CH:7][C:8]3[CH2:9][CH2:10][CH2:11][CH2:12][C:13]=3[N:5]2[CH2:4][CH2:3][NH:2]1.[C:15]([O:18][CH2:19][C:20]1[C:25]([Br:26])=[CH:24][C:23]([F:27])=[CH:22][C:21]=1Br)(=[O:17])[CH3:16].CC1(C)C2C(=C(P(C3C=CC=CC=3)C3C=CC=CC=3)C=CC=2)OC2C(P(C3C=CC=CC=3)C3C=CC=CC=3)=CC=CC1=2.C([O-])([O-])=O.[Cs+].[Cs+]. The yield is 0.600. The catalyst is C1C=CC(/C=C/C(/C=C/C2C=CC=CC=2)=O)=CC=1.C1C=CC(/C=C/C(/C=C/C2C=CC=CC=2)=O)=CC=1.C1C=CC(/C=C/C(/C=C/C2C=CC=CC=2)=O)=CC=1.[Pd].[Pd].O1CCOCC1.